The task is: Predict the reaction yield, written as a fraction of the theoretical maximum amount of product (1.0 means a 100% yield; for example, 0.34 means a 34% yield).. This data is from Reaction yield outcomes from USPTO patents with 853,638 reactions. (1) The reactants are C(O[B:5]1[O:9][C:8]([CH3:11])([CH3:10])[C:7]([CH3:13])([CH3:12])[O:6]1)(C)C.C([Li])CCC.[F:19][C:20]1[CH:21]=[C:22]([CH:27]2[CH2:32][CH2:31][O:30][CH2:29][CH2:28]2)[CH:23]=[C:24]([F:26])[CH:25]=1. The yield is 1.00. The product is [F:26][C:24]1[CH:23]=[C:22]([CH:27]2[CH2:32][CH2:31][O:30][CH2:29][CH2:28]2)[CH:21]=[C:20]([F:19])[C:25]=1[B:5]1[O:6][C:7]([CH3:12])([CH3:13])[C:8]([CH3:10])([CH3:11])[O:9]1. No catalyst specified. (2) The reactants are C(=O)(OCC)[O:2][C:3]1[CH:8]=[C:7]([N+:9]([O-:11])=[O:10])[C:6]([CH3:12])=[CH:5][C:4]=1[CH:13]1[CH:20]2[CH2:21][CH:16]3[CH2:17][CH:18]([CH2:22][CH:14]1[CH2:15]3)[CH2:19]2.N1CCCCC1. The catalyst is C(Cl)Cl. The product is [CH:14]12[CH2:15][CH:16]3[CH2:17][CH:18]([CH2:19][CH:20]([CH2:21]3)[CH:13]1[C:4]1[CH:5]=[C:6]([CH3:12])[C:7]([N+:9]([O-:11])=[O:10])=[CH:8][C:3]=1[OH:2])[CH2:22]2. The yield is 0.770. (3) The reactants are [Cl:1][C:2]1[CH:3]=[C:4]([N:14]2[C:19](=[O:20])[NH:18][C:17](=[O:21])[C:16](C(O)=O)=[N:15]2)[CH:5]=[C:6]([Cl:13])[C:7]=1[C:8]([C:11]#[N:12])([CH3:10])[CH3:9]. The catalyst is SCC(O)=O. The product is [Cl:13][C:6]1[CH:5]=[C:4]([N:14]2[C:19](=[O:20])[NH:18][C:17](=[O:21])[CH:16]=[N:15]2)[CH:3]=[C:2]([Cl:1])[C:7]=1[C:8]([CH3:10])([CH3:9])[C:11]#[N:12]. The yield is 0.410. (4) The reactants are [CH3:1][O:2][CH2:3][CH2:4][CH2:5][CH2:6][CH2:7][CH2:8][CH2:9][CH2:10][CH2:11][OH:12].C([O-])(=O)C.[Na+].[Cr](O[Cr]([O-])(=O)=O)([O-])(=O)=O.[NH+]1C=CC=CC=1.[NH+]1C=CC=CC=1. The catalyst is ClCCl. The product is [CH3:1][O:2][CH2:3][CH2:4][CH2:5][CH2:6][CH2:7][CH2:8][CH2:9][CH2:10][CH:11]=[O:12]. The yield is 0.544. (5) The reactants are [H-].[Na+].[F:3][C:4]1[CH:16]=[C:15]2[C:7]([C:8]3[CH:9]=[C:10]([CH:17]=[O:18])[CH:11]=[CH:12][C:13]=3[NH:14]2)=[CH:6][CH:5]=1.I[CH2:20][CH3:21].O. The catalyst is C1(C)C=CC=CC=1.CN(C=O)C. The product is [CH2:20]([N:14]1[C:13]2[CH:12]=[CH:11][C:10]([CH:17]=[O:18])=[CH:9][C:8]=2[C:7]2[C:15]1=[CH:16][C:4]([F:3])=[CH:5][CH:6]=2)[CH3:21]. The yield is 1.00. (6) The reactants are [OH:1][CH2:2][C:3]1[CH:8]=[C:7]([CH2:9][OH:10])[CH:6]=[CH:5][C:4]=1[Br:11].OCC1C=CC=[C:16]([CH2:20][OH:21])C=1Br.[CH:23]([O:25][CH2:26][CH3:27])=[CH2:24].C(=O)([O-])[O-].[Na+].[Na+].[C:34]1(C)C=CC=C[CH:35]=1. The catalyst is O.C1(C)C=CC(S(O)(=O)=O)=CC=1. The product is [CH2:23]([O:25][CH2:26][CH2:27][O:1][CH2:2][C:3]1[CH:8]=[C:7]([CH2:9][O:10][CH2:34][CH2:35][O:21][CH2:20][CH3:16])[CH:6]=[CH:5][C:4]=1[Br:11])[CH3:24]. The yield is 0.971. (7) The reactants are [CH3:1][C:2]1[C:3]([CH2:8][N:9]([CH2:16][C:17]2[C:22]([CH3:23])=[CH:21][CH:20]=[CH:19][N:18]=2)[CH:10]2[CH2:15][CH2:14][NH:13][CH2:12][CH2:11]2)=[N:4][CH:5]=[CH:6][CH:7]=1.[CH2:24]([N:31]=[C:32]=[O:33])[C:25]1[CH:30]=[CH:29][CH:28]=[CH:27][CH:26]=1. The catalyst is C(Cl)Cl. The product is [CH2:24]([NH:31][C:32]([N:13]1[CH2:14][CH2:15][CH:10]([N:9]([CH2:16][C:17]2[C:22]([CH3:23])=[CH:21][CH:20]=[CH:19][N:18]=2)[CH2:8][C:3]2[C:2]([CH3:1])=[CH:7][CH:6]=[CH:5][N:4]=2)[CH2:11][CH2:12]1)=[O:33])[C:25]1[CH:30]=[CH:29][CH:28]=[CH:27][CH:26]=1. The yield is 0.870.